This data is from Forward reaction prediction with 1.9M reactions from USPTO patents (1976-2016). The task is: Predict the product of the given reaction. (1) Given the reactants [CH3:1][C:2]1[CH:3]=[CH:4][C:5]([C:8]2[CH:9]=[CH:10][CH:11]=[C:12]([CH:16]=2)[C:13]([OH:15])=[O:14])=[N:6][CH:7]=1.CN.C(Cl)CCl.C1C=C[C:26]2N(O)N=N[C:27]=2[CH:28]=1.[CH:33](N(C(C)C)CC)(C)C.[CH3:42][N:43](C)[CH:44]=[O:45], predict the reaction product. The product is: [CH3:42][NH:43][C:44]([C:10]1[CH:11]=[C:12]([CH:16]=[C:8]([C:5]2[CH:4]=[CH:3][C:2]([CH3:1])=[CH:7][N:6]=2)[CH:9]=1)[C:13]([O:15][C:27]([CH3:26])([CH3:28])[CH3:33])=[O:14])=[O:45]. (2) The product is: [O:1]1[C:2]2([CH2:7][CH2:6][CH:5]([C:8]#[N:9])[CH2:4][CH2:3]2)[CH2:10]1. Given the reactants [O:1]=[C:2]1[CH2:7][CH2:6][CH:5]([C:8]#[N:9])[CH2:4][CH2:3]1.[CH3:10]C(C)([O-])C.[K+].[I-].C[S+](C)(C)=O, predict the reaction product. (3) The product is: [C:8]([N:10]=[C:11]([NH2:13])[NH2:12])#[N:9].[C:14]1([C:16](=[CH:18][CH:19]=[CH:20][CH:21]=1)[OH:17])[OH:15]. Given the reactants CC(C(OC)=O)=C.[C:8]([N:10]=[C:11]([NH2:13])[NH2:12])#[N:9].[C:14]1([C:16](=[CH:18][CH:19]=[CH:20][CH:21]=1)[OH:17])[OH:15].CO, predict the reaction product. (4) Given the reactants [C:1]([Si:3]([CH3:6])([CH3:5])[CH3:4])#[CH:2].B(F)(F)F.CCOCC.[O:16]1[CH2:18][C@H:17]1[CH2:19][OH:20].C([O-])(O)=O.[Na+], predict the reaction product. The product is: [CH3:4][Si:3]([CH3:6])([CH3:5])[C:1]#[C:2][CH2:18][C@H:17]([OH:16])[CH2:19][OH:20]. (5) Given the reactants [C:1]1([CH2:7][C:8]2[CH:9]=[C:10]([C:13]([C:15]3[C:16]([NH:21][C@H:22]4[CH2:26][C@H:25]([O:27][Si:28]([CH:35]([CH3:37])[CH3:36])([CH:32]([CH3:34])[CH3:33])[CH:29]([CH3:31])[CH3:30])[C@@H:24]([CH2:38][OH:39])[CH2:23]4)=[N:17][CH:18]=[N:19][CH:20]=3)=[O:14])[S:11][CH:12]=2)[CH2:6][CH2:5][CH2:4][CH2:3][CH:2]=1.C(N(CC)C(C)C)(C)C.Cl[S:50]([NH2:53])(=[O:52])=[O:51], predict the reaction product. The product is: [S:50](=[O:52])(=[O:51])([O:39][CH2:38][C@H:24]1[CH2:23][C@@H:22]([NH:21][C:16]2[C:15]([C:13]([C:10]3[S:11][CH:12]=[C:8]([CH2:7][C:1]4[CH2:6][CH2:5][CH2:4][CH2:3][CH:2]=4)[CH:9]=3)=[O:14])=[CH:20][N:19]=[CH:18][N:17]=2)[CH2:26][C@@H:25]1[O:27][Si:28]([CH:35]([CH3:37])[CH3:36])([CH:32]([CH3:33])[CH3:34])[CH:29]([CH3:30])[CH3:31])[NH2:53]. (6) Given the reactants [CH:1]1([CH:6]([NH:17][C:18]2[CH:27]=[CH:26][C:21]([C:22]([O:24]C)=[O:23])=[CH:20][CH:19]=2)[C:7]2[S:8][C:9]3[CH:16]=[CH:15][CH:14]=[CH:13][C:10]=3[C:11]=2[CH3:12])[CH2:5][CH2:4][CH2:3][CH2:2]1.O1CCCC1.[OH-].[Na+], predict the reaction product. The product is: [CH:1]1([CH:6]([NH:17][C:18]2[CH:27]=[CH:26][C:21]([C:22]([OH:24])=[O:23])=[CH:20][CH:19]=2)[C:7]2[S:8][C:9]3[CH:16]=[CH:15][CH:14]=[CH:13][C:10]=3[C:11]=2[CH3:12])[CH2:5][CH2:4][CH2:3][CH2:2]1.